This data is from Forward reaction prediction with 1.9M reactions from USPTO patents (1976-2016). The task is: Predict the product of the given reaction. (1) Given the reactants Br[C:2]1[CH:3]=[C:4]2[N:10]([C:11]3[C:20]4[C:15](=[C:16]([Cl:21])[CH:17]=[CH:18][CH:19]=4)[N:14]=[C:13]([CH3:22])[C:12]=3[CH3:23])[CH2:9][C:8]3([CH2:28][CH2:27][O:26][CH2:25][CH2:24]3)[C:5]2=[N:6][CH:7]=1.[NH:29]1[CH2:34][CH2:33][O:32][CH2:31][CH2:30]1.CC(C1C=C(C(C)C)C(C2C=CC=CC=2P(C2CCCCC2)C2CCCCC2)=C(C(C)C)C=1)C, predict the reaction product. The product is: [Cl:21][C:16]1[CH:17]=[CH:18][CH:19]=[C:20]2[C:15]=1[N:14]=[C:13]([CH3:22])[C:12]([CH3:23])=[C:11]2[N:10]1[C:4]2[C:5](=[N:6][CH:7]=[C:2]([N:29]3[CH2:34][CH2:33][O:32][CH2:31][CH2:30]3)[CH:3]=2)[C:8]2([CH2:24][CH2:25][O:26][CH2:27][CH2:28]2)[CH2:9]1. (2) Given the reactants [CH2:1]([C:8]1[CH:9]=[N:10][C:11]2[C:16]([C:17]=1[C:18]1[CH:19]=[C:20]([NH2:24])[CH:21]=[CH:22][CH:23]=1)=[CH:15][CH:14]=[CH:13][C:12]=2[C:25]([F:28])([F:27])[F:26])[C:2]1[CH:7]=[CH:6][CH:5]=[CH:4][CH:3]=1.[Cl:29][C:30]1[N:35]=[CH:34][C:33]([CH:36]=O)=[CH:32][CH:31]=1, predict the reaction product. The product is: [CH2:1]([C:8]1[CH:9]=[N:10][C:11]2[C:16]([C:17]=1[C:18]1[CH:19]=[C:20]([NH:24][CH2:36][C:33]3[CH:34]=[N:35][C:30]([Cl:29])=[CH:31][CH:32]=3)[CH:21]=[CH:22][CH:23]=1)=[CH:15][CH:14]=[CH:13][C:12]=2[C:25]([F:28])([F:26])[F:27])[C:2]1[CH:3]=[CH:4][CH:5]=[CH:6][CH:7]=1. (3) Given the reactants O.[Li+].[C:3]([O-:13])(=[O:12])[C:4]1[NH:11][C:9](=[O:10])[NH:8][C:6](=[O:7])[CH:5]=1.Cl, predict the reaction product. The product is: [OH:10][C:9]1[N:11]=[C:4]([C:3]([OH:13])=[O:12])[CH:5]=[C:6]([OH:7])[N:8]=1. (4) Given the reactants [CH3:1][O:2][C:3]1[CH:4]=[C:5]2[C:10](=[CH:11][C:12]=1[O:13][CH3:14])[N:9]=[CH:8][CH:7]=[C:6]2[O:15][C:16]1[CH:21]=[CH:20][C:19]([N:22](C)[C:23](=O)C)=[CH:18][C:17]=1[F:27], predict the reaction product. The product is: [CH3:1][O:2][C:3]1[CH:4]=[C:5]2[C:10](=[CH:11][C:12]=1[O:13][CH3:14])[N:9]=[CH:8][CH:7]=[C:6]2[O:15][C:16]1[CH:21]=[CH:20][C:19]([NH:22][CH3:23])=[CH:18][C:17]=1[F:27]. (5) The product is: [CH2:3]([O:5][C:6]([C:8]1[N:9]([CH2:23][C:24]#[N:25])[C:10]2[C:15]([CH:16]=1)=[CH:14][CH:13]=[C:12]([C:17]([O:19][CH2:20][CH3:21])=[O:18])[CH:11]=2)=[O:7])[CH3:4]. Given the reactants [H-].[Na+].[CH2:3]([O:5][C:6]([C:8]1[NH:9][C:10]2[C:15]([CH:16]=1)=[CH:14][CH:13]=[C:12]([C:17]([O:19][CH2:20][CH3:21])=[O:18])[CH:11]=2)=[O:7])[CH3:4].Br[CH2:23][C:24]#[N:25], predict the reaction product. (6) Given the reactants [Cl:1][C:2]1[CH:3]=[C:4]([C:8]#[C:9][C:10]2[CH2:14][C:13]3([CH2:18][CH2:17][N:16]([C:19]([NH2:21])=[O:20])[CH2:15]3)[O:12][N:11]=2)[CH:5]=[CH:6][CH:7]=1.Cl[C:23]1C=C(C#CC2CC3(CCNC3)ON=2)C=CC=1, predict the reaction product. The product is: [Cl:1][C:2]1[CH:3]=[C:4]([C:8]#[C:9][C:10]2[CH2:14][C:13]3([CH2:18][CH2:17][N:16]([C:19]([NH2:21])=[O:20])[CH2:15][CH2:23]3)[O:12][N:11]=2)[CH:5]=[CH:6][CH:7]=1.